This data is from Forward reaction prediction with 1.9M reactions from USPTO patents (1976-2016). The task is: Predict the product of the given reaction. (1) Given the reactants Cl.[CH3:2][NH:3][O:4][CH3:5].CCN(C(C)C)C(C)C.CN(C(ON1N=NC2C=CC=NC1=2)=[N+](C)C)C.F[P-](F)(F)(F)(F)F.[C:39]([C:41]1[CH:49]=[CH:48][C:44]([C:45](O)=[O:46])=[CH:43][C:42]=1[F:50])#[N:40], predict the reaction product. The product is: [C:39]([C:41]1[CH:49]=[CH:48][C:44]([C:45]([N:3]([O:4][CH3:5])[CH3:2])=[O:46])=[CH:43][C:42]=1[F:50])#[N:40]. (2) The product is: [Cl:1][C:2]1[C:7]([N:8]2[CH2:17][CH2:16][C@@H:15]3[C@H:10]([O:11][CH2:12][CH2:13][N:14]3[CH:48]3[CH2:49][O:46][CH2:47]3)[CH2:9]2)=[CH:6][C:5]([C:18]#[N:19])=[CH:4][C:3]=1[NH:20][C:21]1[N:26]=[C:25]([NH:27][CH2:28][CH3:29])[C:24]2=[N:30][CH:31]=[C:32]([C:33]#[N:34])[N:23]2[N:22]=1. Given the reactants [Cl:1][C:2]1[C:7]([N:8]2[CH2:17][CH2:16][C@@H:15]3[C@H:10]([O:11][CH2:12][CH2:13][NH:14]3)[CH2:9]2)=[CH:6][C:5]([C:18]#[N:19])=[CH:4][C:3]=1[NH:20][C:21]1[N:26]=[C:25]([NH:27][CH2:28][CH3:29])[C:24]2=[N:30][CH:31]=[C:32]([C:33]#[N:34])[N:23]2[N:22]=1.C(OC)(OC)OC.CC(O)=O.[O:46]1[CH2:49][C:48](=O)[CH2:47]1, predict the reaction product.